From a dataset of Catalyst prediction with 721,799 reactions and 888 catalyst types from USPTO. Predict which catalyst facilitates the given reaction. The catalyst class is: 4. Reactant: C(OC([NH:8][CH2:9][CH2:10][N:11]1[CH2:16][CH2:15][C:14]2[N:17]=[C:18]([C:20]([NH:22][C@@H:23]3[CH2:28][CH2:27][CH2:26][CH2:25][C@@H:24]3[NH:29][C:30]([C:32]3[NH:33][C:34]4[C:39]([CH:40]=3)=[CH:38][C:37]([Cl:41])=[CH:36][CH:35]=4)=[O:31])=[O:21])[S:19][C:13]=2[CH2:12]1)=O)(C)(C)C.C(O)C.Cl. Product: [ClH:41].[NH2:8][CH2:9][CH2:10][N:11]1[CH2:16][CH2:15][C:14]2[N:17]=[C:18]([C:20]([NH:22][C@@H:23]3[CH2:28][CH2:27][CH2:26][CH2:25][C@@H:24]3[NH:29][C:30]([C:32]3[NH:33][C:34]4[C:39]([CH:40]=3)=[CH:38][C:37]([Cl:41])=[CH:36][CH:35]=4)=[O:31])=[O:21])[S:19][C:13]=2[CH2:12]1.